Dataset: Acute oral toxicity (LD50) regression data from Zhu et al.. Task: Regression/Classification. Given a drug SMILES string, predict its toxicity properties. Task type varies by dataset: regression for continuous values (e.g., LD50, hERG inhibition percentage) or binary classification for toxic/non-toxic outcomes (e.g., AMES mutagenicity, cardiotoxicity, hepatotoxicity). Dataset: ld50_zhu. (1) The drug is CC(CN=Cc1ccccc1O)N=Cc1ccccc1O. The rat oral LD50 is 1.79, given as -log10 of the dose in mol/kg body weight (higher means more acutely toxic). (2) The compound is Cc1cc(=NC(=O)c2ccccc2O)n(-c2ccccc2)n1C. The rat oral LD50 is 2.38, given as -log10 of the dose in mol/kg body weight (higher means more acutely toxic).